Dataset: Forward reaction prediction with 1.9M reactions from USPTO patents (1976-2016). Task: Predict the product of the given reaction. (1) Given the reactants C([O:4][C@H:5]([CH3:23])[CH2:6][CH2:7][CH2:8][CH2:9][N:10]1[C:19](=[O:20])[C:18]2[N:17]([CH3:21])[N:16]=[N:15][C:14]=2[N:13]([CH3:22])[C:11]1=[O:12])(=O)C.Cl.C(OCC)C, predict the reaction product. The product is: [CH3:22][N:13]1[C:14]2[N:15]=[N:16][N:17]([CH3:21])[C:18]=2[C:19](=[O:20])[N:10]([CH2:9][CH2:8][CH2:7][CH2:6][C@H:5]([OH:4])[CH3:23])[C:11]1=[O:12]. (2) Given the reactants Br[C:2]1[CH:3]=[C:4]([C:8]2[N:9]=[C:10]([CH:20]([CH3:22])[CH3:21])[NH:11][C:12]=2[C:13]2[CH:18]=[CH:17][CH:16]=[C:15]([CH3:19])[N:14]=2)[CH:5]=[CH:6][CH:7]=1.[N:23]1[CH:28]=[CH:27][C:26](B2OC(C)(C)C(C)(C)O2)=[CH:25][CH:24]=1, predict the reaction product. The product is: [CH:20]([C:10]1[NH:11][C:12]([C:13]2[CH:18]=[CH:17][CH:16]=[C:15]([CH3:19])[N:14]=2)=[C:8]([C:4]2[CH:5]=[CH:6][CH:7]=[C:2]([C:26]3[CH:27]=[CH:28][N:23]=[CH:24][CH:25]=3)[CH:3]=2)[N:9]=1)([CH3:22])[CH3:21]. (3) Given the reactants [CH3:1][C:2]1[CH:7]=[C:6]([C:8]([C:10]2[CH:15]=[CH:14][N:13]=[CH:12][N:11]=2)=O)[C:5](=[O:16])[N:4]2[C:17]3([CH2:25][CH2:24][CH2:23][CH2:22][CH2:21]3)[NH:18][C:19](=[O:20])[C:3]=12.O.[NH2:27][NH2:28], predict the reaction product. The product is: [N:27](=[C:8]([C:10]1[CH:15]=[CH:14][N:13]=[CH:12][N:11]=1)[C:6]1[C:5](=[O:16])[N:4]2[C:17]3([CH2:25][CH2:24][CH2:23][CH2:22][CH2:21]3)[NH:18][C:19](=[O:20])[C:3]2=[C:2]([CH3:1])[CH:7]=1)[NH2:28].